Dataset: NCI-60 drug combinations with 297,098 pairs across 59 cell lines. Task: Regression. Given two drug SMILES strings and cell line genomic features, predict the synergy score measuring deviation from expected non-interaction effect. (1) Drug 1: C1=CC(=CC=C1CC(C(=O)O)N)N(CCCl)CCCl.Cl. Drug 2: C1CC(=O)NC(=O)C1N2C(=O)C3=CC=CC=C3C2=O. Cell line: NCI/ADR-RES. Synergy scores: CSS=3.25, Synergy_ZIP=-1.50, Synergy_Bliss=7.02, Synergy_Loewe=4.66, Synergy_HSA=4.66. (2) Drug 1: CCCCCOC(=O)NC1=NC(=O)N(C=C1F)C2C(C(C(O2)C)O)O. Drug 2: CC1C(C(CC(O1)OC2CC(CC3=C2C(=C4C(=C3O)C(=O)C5=C(C4=O)C(=CC=C5)OC)O)(C(=O)CO)O)N)O.Cl. Cell line: HOP-92. Synergy scores: CSS=24.1, Synergy_ZIP=-5.15, Synergy_Bliss=-6.07, Synergy_Loewe=-32.7, Synergy_HSA=-5.48. (3) Drug 1: C1CC(=O)NC(=O)C1N2CC3=C(C2=O)C=CC=C3N. Drug 2: CS(=O)(=O)CCNCC1=CC=C(O1)C2=CC3=C(C=C2)N=CN=C3NC4=CC(=C(C=C4)OCC5=CC(=CC=C5)F)Cl. Cell line: HS 578T. Synergy scores: CSS=-1.69, Synergy_ZIP=2.61, Synergy_Bliss=3.27, Synergy_Loewe=-1.48, Synergy_HSA=-0.824. (4) Drug 1: CC1=C(C=C(C=C1)C(=O)NC2=CC(=CC(=C2)C(F)(F)F)N3C=C(N=C3)C)NC4=NC=CC(=N4)C5=CN=CC=C5. Drug 2: CC(C)NC(=O)C1=CC=C(C=C1)CNNC.Cl. Cell line: NCI-H522. Synergy scores: CSS=-0.642, Synergy_ZIP=-0.927, Synergy_Bliss=-2.22, Synergy_Loewe=-2.68, Synergy_HSA=-2.82. (5) Drug 1: CC1=C(C(=O)C2=C(C1=O)N3CC4C(C3(C2COC(=O)N)OC)N4)N. Drug 2: CC12CCC3C(C1CCC2OP(=O)(O)O)CCC4=C3C=CC(=C4)OC(=O)N(CCCl)CCCl.[Na+]. Cell line: IGROV1. Synergy scores: CSS=12.3, Synergy_ZIP=-7.72, Synergy_Bliss=-3.88, Synergy_Loewe=-15.6, Synergy_HSA=-2.29. (6) Drug 1: C1CCC(CC1)NC(=O)N(CCCl)N=O. Drug 2: C1CN(CCN1C(=O)CCBr)C(=O)CCBr. Cell line: LOX IMVI. Synergy scores: CSS=49.4, Synergy_ZIP=-5.20, Synergy_Bliss=-1.04, Synergy_Loewe=2.33, Synergy_HSA=4.37. (7) Drug 1: CCCCCOC(=O)NC1=NC(=O)N(C=C1F)C2C(C(C(O2)C)O)O. Drug 2: CCC1(C2=C(COC1=O)C(=O)N3CC4=CC5=C(C=CC(=C5CN(C)C)O)N=C4C3=C2)O.Cl. Cell line: NCI-H322M. Synergy scores: CSS=1.68, Synergy_ZIP=-0.0970, Synergy_Bliss=0.784, Synergy_Loewe=-9.07, Synergy_HSA=-1.62. (8) Drug 1: CC1=C(C=C(C=C1)NC(=O)C2=CC=C(C=C2)CN3CCN(CC3)C)NC4=NC=CC(=N4)C5=CN=CC=C5. Drug 2: C(=O)(N)NO. Cell line: MDA-MB-231. Synergy scores: CSS=3.38, Synergy_ZIP=-0.888, Synergy_Bliss=0.787, Synergy_Loewe=-0.195, Synergy_HSA=0.337. (9) Drug 2: CC1CCC2CC(C(=CC=CC=CC(CC(C(=O)C(C(C(=CC(C(=O)CC(OC(=O)C3CCCCN3C(=O)C(=O)C1(O2)O)C(C)CC4CCC(C(C4)OC)OCCO)C)C)O)OC)C)C)C)OC. Cell line: SK-OV-3. Drug 1: CC(C1=C(C=CC(=C1Cl)F)Cl)OC2=C(N=CC(=C2)C3=CN(N=C3)C4CCNCC4)N. Synergy scores: CSS=22.1, Synergy_ZIP=2.22, Synergy_Bliss=3.41, Synergy_Loewe=-3.30, Synergy_HSA=4.27.